Task: Regression/Classification. Given a drug SMILES string, predict its absorption, distribution, metabolism, or excretion properties. Task type varies by dataset: regression for continuous measurements (e.g., permeability, clearance, half-life) or binary classification for categorical outcomes (e.g., BBB penetration, CYP inhibition). For this dataset (b3db_regression), we predict Y.. Dataset: Blood-brain barrier permeability regression values from the B3DB database (1) The molecule is C1CCCCC1. The Y is 0.900 log(BB ratio). (2) The molecule is C1=NC2=C(N1)C(=S)N=CN2. The Y is -0.710 log(BB ratio). (3) The molecule is CC(C)NCC(COC1=CC=CC2=C1C=CN2)O. The Y is -0.100 log(BB ratio). (4) The compound is C1CC(NC1)C2=CN=CC=C2. The Y is 0.320 log(BB ratio). (5) The molecule is CCCCC(C)C. The Y is 0.860 log(BB ratio). (6) The molecule is CC(C)C1=C(C(=C(N1CC[C@H](C[C@H](CC(=O)O)O)O)C2=CC=C(C=C2)F)C3=CC=CC=C3)C(=O)NC4=CC=CC=C4. The Y is -1.36 log(BB ratio).